This data is from Reaction yield outcomes from USPTO patents with 853,638 reactions. The task is: Predict the reaction yield, written as a fraction of the theoretical maximum amount of product (1.0 means a 100% yield; for example, 0.34 means a 34% yield). (1) The reactants are [CH3:1][O:2][C:3](=[O:33])[NH:4][CH:5]([C:9]([N:11]1[CH2:15][CH2:14][CH2:13][CH:12]1[C:16]1[NH:17][C:18]([C:21]2[CH:26]=[CH:25][C:24]([C:27]#[C:28][Si](C)(C)C)=[CH:23][CH:22]=2)=[CH:19][N:20]=1)=[O:10])[CH:6]([CH3:8])[CH3:7].C([O-])([O-])=O.[K+].[K+]. The product is [CH3:1][O:2][C:3](=[O:33])[NH:4][CH:5]([C:9]([N:11]1[CH2:15][CH2:14][CH2:13][CH:12]1[C:16]1[NH:17][C:18]([C:21]2[CH:26]=[CH:25][C:24]([C:27]#[CH:28])=[CH:23][CH:22]=2)=[CH:19][N:20]=1)=[O:10])[CH:6]([CH3:8])[CH3:7]. The yield is 1.00. The catalyst is CO. (2) The reactants are Cl.[CH3:2][N:3]1[CH2:8][CH2:7][N:6]([C:9]2[N:14]=[C:13]([C:15]([OH:17])=O)[CH:12]=[CH:11][CH:10]=2)[CH2:5][CH2:4]1.C(Cl)(=O)C(Cl)=O.CN1CCN(C2N=C(C(Cl)=O)C=CC=2)CC1.[F:40][C:41]1[CH:46]=[CH:45][CH:44]=[CH:43][C:42]=1[C:47]1[CH2:48][CH2:49][NH:50][CH2:51][CH:52]=1.C(N(CC)CC)C. The catalyst is ClCCl.CN(C=O)C. The product is [F:40][C:41]1[CH:46]=[CH:45][CH:44]=[CH:43][C:42]=1[C:47]1[CH2:52][CH2:51][N:50]([C:15]([C:13]2[CH:12]=[CH:11][CH:10]=[C:9]([N:6]3[CH2:5][CH2:4][N:3]([CH3:2])[CH2:8][CH2:7]3)[N:14]=2)=[O:17])[CH2:49][CH:48]=1. The yield is 0.390.